Dataset: HIV replication inhibition screening data with 41,000+ compounds from the AIDS Antiviral Screen. Task: Binary Classification. Given a drug SMILES string, predict its activity (active/inactive) in a high-throughput screening assay against a specified biological target. (1) The molecule is O=C1NC(O)c2cc(O)ccc2O1. The result is 0 (inactive). (2) The compound is Cc1cc(S(=O)(=O)Nc2nnc3c4c(C)csc4ncn23)c(S)cc1Cl. The result is 0 (inactive). (3) The molecule is Cc1ccc(S(=O)(=O)N2CCN3CCN(CCN(C)CCN4CCN(CC4)CCN(S(=O)(=O)c4ccc(C)cc4)CCN(S(=O)(=O)c4ccc(C)cc4)CCN(S(=O)(=O)c4ccc(C)cc4)CCN(S(=O)(=O)c4ccc(C)cc4)CCN4CCN(CCN(C)CCN5CCN(CC5)CCN(S(=O)(=O)c5ccc(C)cc5)CCN(S(=O)(=O)c5ccc(C)cc5)CCN(S(=O)(=O)c5ccc(C)cc5)CC2)CC4)CC3)cc1. The result is 0 (inactive). (4) The drug is O=[N+]([O-])C1C2C=CC(C2)C1c1ccccc1Cl. The result is 0 (inactive).